Dataset: Catalyst prediction with 721,799 reactions and 888 catalyst types from USPTO. Task: Predict which catalyst facilitates the given reaction. (1) Reactant: [C:1]([S:5]([C:8]1[CH:9]=[C:10]2[C:15](=[CH:16][C:17]=1[O:18][CH3:19])[N:14]=[CH:13][CH:12]=[C:11]2[Cl:20])(=[O:7])=[O:6])([CH3:4])([CH3:3])[CH3:2].[NH2:21][C:22]1[C:26]([CH3:27])=[C:25]([C:28]([O:30][CH2:31][CH3:32])=[O:29])[NH:24][N:23]=1. Product: [ClH:20].[C:1]([S:5]([C:8]1[CH:9]=[C:10]2[C:15](=[CH:16][C:17]=1[O:18][CH3:19])[N:14]=[CH:13][CH:12]=[C:11]2[NH:21][C:22]1[C:26]([CH3:27])=[C:25]([C:28]([O:30][CH2:31][CH3:32])=[O:29])[NH:24][N:23]=1)(=[O:7])=[O:6])([CH3:4])([CH3:3])[CH3:2]. The catalyst class is: 811. (2) Reactant: [CH2:1]([O:3][C:4]([C@H:6]1[C@H:10](C(O)=O)[CH2:9][N:8]([CH2:14][C:15]2[CH:20]=[CH:19][CH:18]=[CH:17][CH:16]=2)[CH2:7]1)=[O:5])[CH3:2].C1C=CC(P(N=[N+]=[N-])(C2C=CC=CC=2)=O)=CC=1.CC[N:40](CC)CC.[CH3:45][Si:46]([CH:49](O)[CH3:50])([CH3:48])[CH3:47].[C:52]([O-:55])(O)=[O:53].[Na+]. Product: [CH2:1]([O:3][C:4]([C@H:6]1[C@H:10]([NH:40][C:52]([O:55][CH2:50][CH2:49][Si:46]([CH3:48])([CH3:47])[CH3:45])=[O:53])[CH2:9][N:8]([CH2:14][C:15]2[CH:16]=[CH:17][CH:18]=[CH:19][CH:20]=2)[CH2:7]1)=[O:5])[CH3:2]. The catalyst class is: 12. (3) Reactant: [C:9](O[C:9]([O:11][C:12]([CH3:15])([CH3:14])[CH3:13])=[O:10])([O:11][C:12]([CH3:15])([CH3:14])[CH3:13])=[O:10].[CH3:16][O:17][C:18]1[CH:19]=[C:20]([CH:24]=[C:25]([N+:27]([O-:29])=[O:28])[CH:26]=1)C(O)=O.C(O)(C)(C)C. Product: [CH3:16][O:17][C:18]1[CH:19]=[C:20]([CH:24]=[C:25]([N+:27]([O-:29])=[O:28])[CH:26]=1)[C:9]([O:11][C:12]([CH3:13])([CH3:14])[CH3:15])=[O:10]. The catalyst class is: 7. (4) Reactant: [CH3:1][N:2]([CH2:15][C:16]1[S:17][C:18]([S:21][CH3:22])=[CH:19][CH:20]=1)[C:3]([C:5]12[CH2:14][CH:9]3[CH2:10][CH:11]([CH2:13][CH:7]([CH2:8]3)[CH2:6]1)[CH2:12]2)=[O:4].C1C=C(Cl)C=C(C(OO)=[O:31])C=1. Product: [CH3:22][S:21]([C:18]1[S:17][C:16]([CH2:15][N:2]([CH3:1])[C:3]([C:5]23[CH2:12][CH:11]4[CH2:10][CH:9]([CH2:8][CH:7]([CH2:13]4)[CH2:6]2)[CH2:14]3)=[O:4])=[CH:20][CH:19]=1)=[O:31]. The catalyst class is: 2. (5) Reactant: Br[C:2]1[CH:3]=[C:4]([Cl:21])[N:5]2[C:10]([CH:11]=1)=[C:9]([C:12]1[C:17]([Cl:18])=[CH:16][CH:15]=[CH:14][C:13]=1[Cl:19])[C:8](=[O:20])[CH:7]=[CH:6]2.[C:22]([N:26]1[CH2:31][CH:30]=[C:29]([Sn](C)(C)C)[CH2:28][CH2:27]1)([CH3:25])([CH3:24])[CH3:23]. Product: [C:22]([N:26]1[CH2:27][CH:28]=[C:29]([C:2]2[CH:3]=[C:4]([Cl:21])[N:5]3[C:10]([CH:11]=2)=[C:9]([C:12]2[C:17]([Cl:18])=[CH:16][CH:15]=[CH:14][C:13]=2[Cl:19])[C:8](=[O:20])[CH:7]=[CH:6]3)[CH2:30][CH2:31]1)([CH3:25])([CH3:24])[CH3:23]. The catalyst class is: 1. (6) Reactant: [NH2:1][C:2]1[C:3](Cl)=[N:4][C:5]2[C:10]([C:11]=1[NH:12][CH2:13][CH2:14][O:15][CH2:16][CH2:17][O:18][CH2:19][CH2:20][O:21][CH2:22][CH2:23][P:24](=[O:31])([O:28][CH2:29][CH3:30])[O:25][CH2:26][CH3:27])=[CH:9][CH:8]=[CH:7][CH:6]=2.F[P-](F)(F)(F)(F)F.[N:40]1(OC(N(C)C)=[N+](C)C)C2N=CC=CC=2N=N1.[CH2:57]([O:59][CH2:60][C:61](O)=O)[CH3:58]. Product: [NH2:40][C:3]1[C:2]2[N:1]=[C:58]([CH2:57][O:59][CH2:60][CH3:61])[N:12]([CH2:13][CH2:14][O:15][CH2:16][CH2:17][O:18][CH2:19][CH2:20][O:21][CH2:22][CH2:23][P:24](=[O:31])([O:28][CH2:29][CH3:30])[O:25][CH2:26][CH3:27])[C:11]=2[C:10]2[CH:9]=[CH:8][CH:7]=[CH:6][C:5]=2[N:4]=1. The catalyst class is: 303. (7) Reactant: [Cl:1][C:2]1[CH:3]=[C:4]([N:9]([CH3:19])[CH2:10][C:11](=O)[CH2:12][C:13]([O:15]CC)=O)[CH:5]=[C:6]([Cl:8])[CH:7]=1.[Cl-].[CH2:21]([NH:28][NH2:29])[C:22]1[CH:27]=[CH:26][CH:25]=[CH:24][CH:23]=1.C(N(CC)CC)C. Product: [CH2:21]([N:28]1[C:13](=[O:15])[CH:12]=[C:11]([CH2:10][N:9]([C:4]2[CH:5]=[C:6]([Cl:8])[CH:7]=[C:2]([Cl:1])[CH:3]=2)[CH3:19])[NH:29]1)[C:22]1[CH:27]=[CH:26][CH:25]=[CH:24][CH:23]=1. The catalyst class is: 14.